This data is from Reaction yield outcomes from USPTO patents with 853,638 reactions. The task is: Predict the reaction yield, written as a fraction of the theoretical maximum amount of product (1.0 means a 100% yield; for example, 0.34 means a 34% yield). (1) The reactants are Cl.[S:2]1[C:6]([CH2:7][O:8][C:9](=[O:20])OC2C=CC([N+]([O-])=O)=CC=2)=[CH:5][N:4]=[CH:3]1.C([O-])(O)=O.[Na+].[CH3:26][O:27][C:28](=[O:38])[C@@H:29]([NH2:37])[CH2:30][C:31]1[CH:36]=[CH:35][CH:34]=[CH:33][CH:32]=1.CCN(CC)CC. The catalyst is CCOC(C)=O.O.CN(C1C=CN=CC=1)C. The product is [S:2]1[C:6]([CH2:7][O:8][C:9]([NH:37][C@H:29]([C:28]([O:27][CH3:26])=[O:38])[CH2:30][C:31]2[CH:36]=[CH:35][CH:34]=[CH:33][CH:32]=2)=[O:20])=[CH:5][N:4]=[CH:3]1. The yield is 0.540. (2) The reactants are [CH2:1]([O:8][C:9]([N:11]1[CH2:15][C:14](=O)[CH2:13][N:12]1[C:17](=[O:26])[CH2:18][C:19]1[CH:24]=[CH:23][C:22]([F:25])=[CH:21][CH:20]=1)=[O:10])[C:2]1[CH:7]=[CH:6][CH:5]=[CH:4][CH:3]=1.[NH:27]1[CH2:32][CH2:31][O:30][CH2:29][CH2:28]1.[BH-](OC(C)=O)(OC(C)=O)OC(C)=O.[Na+].CC(O)=O.Cl. The catalyst is C1COCC1. The product is [CH2:1]([O:8][C:9]([N:11]1[CH2:15][CH:14]([N:27]2[CH2:32][CH2:31][O:30][CH2:29][CH2:28]2)[CH2:13][N:12]1[C:17](=[O:26])[CH2:18][C:19]1[CH:24]=[CH:23][C:22]([F:25])=[CH:21][CH:20]=1)=[O:10])[C:2]1[CH:7]=[CH:6][CH:5]=[CH:4][CH:3]=1. The yield is 0.600. (3) The reactants are [C:1]([C:3]1[CH:8]=[CH:7][CH:6]=[CH:5][C:4]=1[C:9]1[CH:14]=[CH:13][C:12]([CH2:15][CH:16]([C:22](=O)[CH2:23][CH2:24][CH3:25])[C:17](OCC)=[O:18])=[CH:11][CH:10]=1)#[N:2].S(O)(O)(=O)=O.[CH3:32][N:33]([CH3:37])[C:34]([NH2:36])=[NH:35].[O-]CC.[Na+].C(O)C. The catalyst is C(O)C. The product is [CH3:32][N:33]([CH3:37])[C:34]1[NH:36][C:17](=[O:18])[C:16]([CH2:15][C:12]2[CH:13]=[CH:14][C:9]([C:4]3[C:3]([C:1]#[N:2])=[CH:8][CH:7]=[CH:6][CH:5]=3)=[CH:10][CH:11]=2)=[C:22]([CH2:23][CH2:24][CH3:25])[N:35]=1. The yield is 0.300. (4) The reactants are Br[C:2]1[S:3][C:4](Br)=[CH:5][C:6]=1[Br:7].[CH3:9][O:10][C:11]1[CH:16]=[CH:15][C:14](B(O)O)=[CH:13][CH:12]=1.[C:20](=[O:23])([O-])[O-].[Na+].[Na+].C(Cl)(Cl)Cl. The catalyst is C1COCC1.O.C1C=CC([P]([Pd]([P](C2C=CC=CC=2)(C2C=CC=CC=2)C2C=CC=CC=2)([P](C2C=CC=CC=2)(C2C=CC=CC=2)C2C=CC=CC=2)[P](C2C=CC=CC=2)(C2C=CC=CC=2)C2C=CC=CC=2)(C2C=CC=CC=2)C2C=CC=CC=2)=CC=1.CCOC(C)=O. The product is [Br:7][C:6]1[CH:5]=[C:4]([C:14]2[CH:15]=[CH:16][C:11]([O:10][CH3:9])=[CH:12][CH:13]=2)[S:3][C:2]=1[C:11]1[CH:16]=[CH:15][C:14]([O:23][CH3:20])=[CH:13][CH:12]=1. The yield is 0.650. (5) The reactants are [C:1]([O:5][C:6]([C@@H:8]([CH2:13][C:14]1[CH:24]=[CH:23][C:17]2[O:18][C:19]([CH3:22])([CH3:21])[O:20][C:16]=2[CH:15]=1)[C:9]([O:11]C)=[O:10])=[O:7])([CH3:4])([CH3:3])[CH3:2].[OH-].[Li+].O. The catalyst is C1COCC1. The product is [C:1]([O:5][C:6]([C@@H:8]([CH2:13][C:14]1[CH:24]=[CH:23][C:17]2[O:18][C:19]([CH3:22])([CH3:21])[O:20][C:16]=2[CH:15]=1)[C:9]([OH:11])=[O:10])=[O:7])([CH3:4])([CH3:2])[CH3:3]. The yield is 0.830. (6) The reactants are Br[C:2]1[CH:7]=[CH:6][C:5]([C:8](=[C:16]2[CH2:21][C:20]([CH3:23])([CH3:22])[CH2:19][C:18]([CH3:25])([CH3:24])[CH2:17]2)[C:9]2[CH:14]=[CH:13][C:12]([OH:15])=[CH:11][CH:10]=2)=[CH:4][CH:3]=1.[C:26]([O:30][CH2:31][CH3:32])(=[O:29])[CH:27]=[CH2:28].CCN(CC)CC. The catalyst is CCOCC.CN(C=O)C.CCOC(C)=O. The product is [OH:15][C:12]1[CH:11]=[CH:10][C:9]([C:8](=[C:16]2[CH2:17][C:18]([CH3:25])([CH3:24])[CH2:19][C:20]([CH3:23])([CH3:22])[CH2:21]2)[C:5]2[CH:4]=[CH:3][C:2](/[CH:28]=[CH:27]/[C:26]([O:30][CH2:31][CH3:32])=[O:29])=[CH:7][CH:6]=2)=[CH:14][CH:13]=1. The yield is 0.750. (7) The reactants are [CH3:1][O:2][C:3]([C:5]1[CH:6]=[C:7]2[C:11](=[CH:12][CH:13]=1)[NH:10][CH:9]=[CH:8]2)=[O:4].[CH:14]1(Br)[CH2:18][CH2:17][CH2:16][CH2:15]1. No catalyst specified. The product is [CH3:1][O:2][C:3]([C:5]1[CH:6]=[C:7]2[C:11](=[CH:12][CH:13]=1)[N:10]([CH:14]1[CH2:18][CH2:17][CH2:16][CH2:15]1)[CH:9]=[CH:8]2)=[O:4]. The yield is 0.830. (8) The yield is 0.970. The reactants are [CH3:1][O:2][C:3]1[N:8]=[C:7]([C:9]2([C:13]#[N:14])[CH2:12][CH2:11][CH2:10]2)[CH:6]=[CH:5][CH:4]=1.[H-].[Al+3].[Li+].[H-].[H-].[H-].O.[OH-].[Na+]. The catalyst is C1COCC1. The product is [CH3:1][O:2][C:3]1[N:8]=[C:7]([C:9]2([CH2:13][NH2:14])[CH2:12][CH2:11][CH2:10]2)[CH:6]=[CH:5][CH:4]=1. (9) The reactants are Cl[C:2]1[N:11]=[C:10]([N:12]2[CH2:17][CH2:16][CH2:15][C@@H:14]([NH:18][C:19](=[O:21])[CH3:20])[CH2:13]2)[C:9]2[C:4](=[CH:5][CH:6]=[CH:7][C:8]=2[CH3:22])[N:3]=1.[F:23][C:24]([F:34])([F:33])[C:25]1[CH:26]=[C:27]([NH2:32])[CH:28]=[C:29]([NH2:31])[CH:30]=1. No catalyst specified. The product is [NH2:31][C:29]1[CH:28]=[C:27]([NH:32][C:2]2[N:11]=[C:10]([N:12]3[CH2:17][CH2:16][CH2:15][C@@H:14]([NH:18][C:19](=[O:21])[CH3:20])[CH2:13]3)[C:9]3[C:4](=[CH:5][CH:6]=[CH:7][C:8]=3[CH3:22])[N:3]=2)[CH:26]=[C:25]([C:24]([F:23])([F:33])[F:34])[CH:30]=1. The yield is 0.710. (10) The catalyst is C1C=CC=CC=1.CC(N(C)C)=O.CCOC(C)=O.C1C=CC([P]([Pd]([P](C2C=CC=CC=2)(C2C=CC=CC=2)C2C=CC=CC=2)([P](C2C=CC=CC=2)(C2C=CC=CC=2)C2C=CC=CC=2)[P](C2C=CC=CC=2)(C2C=CC=CC=2)C2C=CC=CC=2)(C2C=CC=CC=2)C2C=CC=CC=2)=CC=1. The yield is 0.910. The reactants are I[CH2:2][CH2:3][C:4]([O:6][CH3:7])=[O:5].[F:8][C:9]([F:20])([F:19])[C:10]1[CH:11]=[C:12]([CH:16]=[CH:17][CH:18]=1)[C:13](Cl)=[O:14]. The product is [CH3:7][O:6][C:4](=[O:5])[CH2:3][CH2:2][C:13](=[O:14])[C:12]1[CH:16]=[CH:17][CH:18]=[C:10]([C:9]([F:8])([F:19])[F:20])[CH:11]=1.